Dataset: Forward reaction prediction with 1.9M reactions from USPTO patents (1976-2016). Task: Predict the product of the given reaction. (1) The product is: [OH:1][C@H:2]1[CH2:6][N:5]([CH2:7][C:8]2[CH:9]=[C:10]([C:16]3[CH:21]=[CH:20][CH:19]=[C:18]([N+:22]([O-:24])=[O:23])[CH:17]=3)[C:11]([O:14][CH3:15])=[CH:12][CH:13]=2)[C:4](=[O:25])[CH2:3]1. Given the reactants [OH:1][C@@H:2]1[CH2:6][N:5]([CH2:7][C:8]2[CH:9]=[C:10]([C:16]3[CH:21]=[CH:20][CH:19]=[C:18]([N+:22]([O-:24])=[O:23])[CH:17]=3)[C:11]([O:14][CH3:15])=[CH:12][CH:13]=2)[C:4](=[O:25])[CH2:3]1.O[C@H]1CNC(=O)C1, predict the reaction product. (2) The product is: [F:13][C:10]1[CH:11]=[CH:12][C:7]([C:6]2[N:5]([CH2:14][C:15]3[CH:19]=[C:18]([CH3:20])[O:17][N:16]=3)[N:4]=[C:3]([CH3:21])[C:2]=2[C:30]2[CH:31]=[CH:32][C:33]3[O:38][CH2:37][C:36](=[O:39])[NH:35][C:34]=3[CH:40]=2)=[CH:8][CH:9]=1. Given the reactants Br[C:2]1[C:3]([CH3:21])=[N:4][N:5]([CH2:14][C:15]2[CH:19]=[C:18]([CH3:20])[O:17][N:16]=2)[C:6]=1[C:7]1[CH:12]=[CH:11][C:10]([F:13])=[CH:9][CH:8]=1.CC1(C)C(C)(C)OB([C:30]2[CH:31]=[CH:32][C:33]3[O:38][CH2:37][C:36](=[O:39])[NH:35][C:34]=3[CH:40]=2)O1.C(=O)([O-])[O-].[Cs+].[Cs+].O, predict the reaction product. (3) The product is: [CH3:9][O:8][C:5]1[CH:6]=[CH:7][C:2]([O:10][C:11]2[CH:12]=[C:13]([CH3:21])[C:14]([C:18](=[O:20])[CH3:19])=[C:15]([CH3:17])[CH:16]=2)=[N:3][CH:4]=1. Given the reactants Br[C:2]1[CH:7]=[CH:6][C:5]([O:8][CH3:9])=[CH:4][N:3]=1.[OH:10][C:11]1[CH:16]=[C:15]([CH3:17])[C:14]([C:18](=[O:20])[CH3:19])=[C:13]([CH3:21])[CH:12]=1.Cl.CN(C)CC(O)=O.C(=O)([O-])[O-].[Cs+].[Cs+], predict the reaction product.